Dataset: Full USPTO retrosynthesis dataset with 1.9M reactions from patents (1976-2016). Task: Predict the reactants needed to synthesize the given product. (1) Given the product [F:16][C:17]([CH3:30])([CH3:29])[CH2:18][C:19]1[CH:24]=[C:23]([CH:2]([OH:31])[CH3:10])[C:22]([O:25][CH2:26][O:27][CH3:28])=[CH:21][N:20]=1, predict the reactants needed to synthesize it. The reactants are: C[C:2]1([CH3:10])CCCC(C)(C)N1.C([Li])CCC.[F:16][C:17]([CH3:30])([CH3:29])[CH2:18][C:19]1[CH:24]=[CH:23][C:22]([O:25][CH2:26][O:27][CH3:28])=[CH:21][N:20]=1.[OH2:31]. (2) Given the product [C:20]([O:16][CH2:15][CH:12]([C:3]1[CH:4]=[C:5]([O:8][CH:9]([F:11])[F:10])[CH:6]=[CH:7][C:2]=1[Cl:1])[C:13]#[N:14])(=[O:22])[CH3:21], predict the reactants needed to synthesize it. The reactants are: [Cl:1][C:2]1[CH:7]=[CH:6][C:5]([O:8][CH:9]([F:11])[F:10])=[CH:4][C:3]=1[CH:12]([CH2:15][OH:16])[C:13]#[N:14].C(#N)C.[C:20](OC(=O)C)(=[O:22])[CH3:21].OS(O)(=O)=O. (3) Given the product [Cl:1][C:2]1[CH:28]=[CH:27][C:5]([CH2:6][N:7]2[C:12](=[O:13])[C:11]([CH2:14][I:29])=[N:10][N:9]([C:16]3[CH:17]=[C:18]([NH:22][C:23](=[O:25])[CH3:24])[CH:19]=[CH:20][CH:21]=3)[C:8]2=[O:26])=[CH:4][CH:3]=1, predict the reactants needed to synthesize it. The reactants are: [Cl:1][C:2]1[CH:28]=[CH:27][C:5]([CH2:6][N:7]2[C:12](=[O:13])[C:11]([CH2:14]Br)=[N:10][N:9]([C:16]3[CH:17]=[C:18]([NH:22][C:23](=[O:25])[CH3:24])[CH:19]=[CH:20][CH:21]=3)[C:8]2=[O:26])=[CH:4][CH:3]=1.[I-:29].[Na+]. (4) The reactants are: O[C:2]1[C:10]([C:11](=[O:25])[CH2:12][C:13](=[O:24])[C:14]2[C:15]([C:20]([F:23])([F:22])[F:21])=[N:16][CH:17]=[CH:18][CH:19]=2)=[CH:9][CH:8]=[CH:7][C:3]=1[C:4]([O-:6])=[O:5].Cl.[C:27](O)(=O)C. Given the product [O:25]=[C:11]1[C:10]2[C:2](=[C:3]([C:4]([O:6][CH3:27])=[O:5])[CH:7]=[CH:8][CH:9]=2)[O:24][C:13]([C:14]2[C:15]([C:20]([F:23])([F:21])[F:22])=[N:16][CH:17]=[CH:18][CH:19]=2)=[CH:12]1, predict the reactants needed to synthesize it. (5) Given the product [CH2:1]([O:3][C:4]1[C:27]([O:28][CH3:29])=[CH:26][C:7]2[C:8]([C:17]3[CH:18]=[CH:19][C:20]([C:21]([N:33]([CH:30]([CH3:32])[CH3:31])[C@@H:34]([CH3:46])[CH2:35][O:36][CH2:37][C:38]4[CH:39]=[CH:40][C:41]([O:44][CH3:45])=[CH:42][CH:43]=4)=[O:23])=[CH:24][CH:25]=3)=[N:9][C@H:10]3[C@@H:15]([C:6]=2[CH:5]=1)[CH2:14][N:13]([CH3:16])[CH2:12][CH2:11]3)[CH3:2], predict the reactants needed to synthesize it. The reactants are: [CH2:1]([O:3][C:4]1[C:27]([O:28][CH3:29])=[CH:26][C:7]2[C:8]([C:17]3[CH:25]=[CH:24][C:20]([C:21]([OH:23])=O)=[CH:19][CH:18]=3)=[N:9][C@H:10]3[C@@H:15]([C:6]=2[CH:5]=1)[CH2:14][N:13]([CH3:16])[CH2:12][CH2:11]3)[CH3:2].[CH:30]([NH:33][C@@H:34]([CH3:46])[CH2:35][O:36][CH2:37][C:38]1[CH:43]=[CH:42][C:41]([O:44][CH3:45])=[CH:40][CH:39]=1)([CH3:32])[CH3:31]. (6) Given the product [Si:15]([O:22][CH:23]1[CH2:32][C:31]([CH3:34])([CH3:33])[CH2:30][C:29]2[N:28]=[C:27]([CH:35]3[CH2:36][CH2:37][CH2:38][CH2:39]3)[C:26]([CH:40]([C:42]3[CH:43]=[CH:44][C:45]([C:48]([F:51])([F:49])[F:50])=[CH:46][CH:47]=3)[OH:41])=[C:25]([C:52]3[CH:57]=[CH:56][C:55]([F:58])=[C:54]([F:59])[CH:53]=3)[C:24]1=2)([C:18]([CH3:19])([CH3:20])[CH3:21])([CH3:17])[CH3:16], predict the reactants needed to synthesize it. The reactants are: [H-].[H-].COCCO[Al+]OCCOC.[Na+].[Si:15]([O:22][CH:23]1[CH2:32][C:31]([CH3:34])([CH3:33])[CH2:30][C:29]2[N:28]=[C:27]([CH:35]3[CH2:39][CH2:38][CH2:37][CH2:36]3)[C:26]([C:40]([C:42]3[CH:47]=[CH:46][C:45]([C:48]([F:51])([F:50])[F:49])=[CH:44][CH:43]=3)=[O:41])=[C:25]([C:52]3[CH:57]=[CH:56][C:55]([F:58])=[C:54]([F:59])[CH:53]=3)[C:24]1=2)([C:18]([CH3:21])([CH3:20])[CH3:19])([CH3:17])[CH3:16]. (7) Given the product [ClH:17].[ClH:17].[CH2:1]1[N:6]([CH2:7][CH2:8][CH2:9][C:10]([NH:34][C:33]2[CH:35]=[C:36]([O:40][CH3:41])[C:37]([O:38][CH3:39])=[C:31]([O:30][CH3:29])[CH:32]=2)=[O:12])[CH2:5][CH2:4][N:3]2[CH2:13][CH2:14][CH2:15][CH2:16][CH:2]12, predict the reactants needed to synthesize it. The reactants are: [CH2:1]1[N:6]([CH2:7][CH2:8][CH2:9][C:10]([OH:12])=O)[CH2:5][CH2:4][N:3]2[CH2:13][CH2:14][CH2:15][CH2:16][CH:2]12.[ClH:17].CN(C)CCCN=C=NCC.[CH3:29][O:30][C:31]1[CH:32]=[C:33]([CH:35]=[C:36]([O:40][CH3:41])[C:37]=1[O:38][CH3:39])[NH2:34].C(N(C(C)C)CC)(C)C. (8) Given the product [CH:23]1([NH:27][C@@H:28]2[CH2:30][C@H:29]2[C:31]2[CH:32]=[C:33]([CH:43]=[CH:44][CH:45]=2)[C:34]([NH:36][C:37]2[S:38][C:39]([CH3:42])=[N:40][N:41]=2)=[O:35])[CH2:26][CH2:25][CH2:24]1, predict the reactants needed to synthesize it. The reactants are: C(OC(N[C@@H]1C[C@H]1C1C=C(C=CC=1)C(OC)=O)=O)(C)(C)C.Cl.[CH:23]1([NH:27][C@@H:28]2[CH2:30][C@H:29]2[C:31]2[CH:32]=[C:33]([CH:43]=[CH:44][CH:45]=2)[C:34]([NH:36][C:37]2[S:38][C:39]([CH3:42])=[N:40][N:41]=2)=[O:35])[CH2:26][CH2:25][CH2:24]1.C(=O)([O-])O.[Na+].